This data is from Catalyst prediction with 721,799 reactions and 888 catalyst types from USPTO. The task is: Predict which catalyst facilitates the given reaction. (1) Reactant: [OH:1][C:2]1[CH:10]=[C:9]([O:11][CH3:12])[CH:8]=[CH:7][C:3]=1[C:4]([OH:6])=O.[F:13][C:14]1[CH:15]=[N:16][C:17]([O:29][C:30]2[CH:35]=[CH:34][CH:33]=[C:32]([S:36][CH3:37])[CH:31]=2)=[C:18]([CH:28]=1)[C:19]([NH:21][CH:22]1[CH2:27][CH2:26][NH:25][CH2:24][CH2:23]1)=[O:20].ON1C2C=CC=CC=2N=N1.CN1CCOCC1.Cl.CN(C)CCCN=C=NCC. Product: [F:13][C:14]1[CH:15]=[N:16][C:17]([O:29][C:30]2[CH:35]=[CH:34][CH:33]=[C:32]([S:36][CH3:37])[CH:31]=2)=[C:18]([CH:28]=1)[C:19]([NH:21][CH:22]1[CH2:23][CH2:24][N:25]([C:4](=[O:6])[C:3]2[CH:7]=[CH:8][C:9]([O:11][CH3:12])=[CH:10][C:2]=2[OH:1])[CH2:26][CH2:27]1)=[O:20]. The catalyst class is: 4. (2) Reactant: [Br:1][C:2]1[CH:3]=[CH:4][C:5]2[S:9][C:8]([CH2:10][CH2:11][OH:12])=[N:7][C:6]=2[CH:13]=1.CCN(CC)CC.[CH3:21][S:22](Cl)(=[O:24])=[O:23]. Product: [Br:1][C:2]1[CH:3]=[CH:4][C:5]2[S:9][C:8]([CH2:10][CH2:11][O:12][S:22]([CH3:21])(=[O:24])=[O:23])=[N:7][C:6]=2[CH:13]=1. The catalyst class is: 2. (3) Reactant: [NH2:1][C:2]1[C:7]2=[C:8]([C:13]3[CH:18]=[CH:17][C:16]([NH2:19])=[CH:15][CH:14]=3)[CH:9]=[C:10]([CH2:11][OH:12])[N:6]2[N:5]=[CH:4][N:3]=1.[F:20][C:21]([F:39])([F:38])[C:22]1[N:27]=[C:26]([NH:28][C:29](=O)[O:30]C2C=CC=CC=2)[CH:25]=[CH:24][CH:23]=1.C(N(CC)CC)C. Product: [NH2:1][C:2]1[C:7]2=[C:8]([C:13]3[CH:18]=[CH:17][C:16]([NH:19][C:29]([NH:28][C:26]4[CH:25]=[CH:24][CH:23]=[C:22]([C:21]([F:38])([F:20])[F:39])[N:27]=4)=[O:30])=[CH:15][CH:14]=3)[CH:9]=[C:10]([CH2:11][OH:12])[N:6]2[N:5]=[CH:4][N:3]=1. The catalyst class is: 3. (4) Reactant: [Cl:1][C:2]1[CH:11]=[CH:10][C:5]([C:6]([O:8][CH3:9])=[O:7])=[C:4]([NH:12][CH2:13][CH2:14][CH2:15][OH:16])[C:3]=1[NH:17][C:18](=S)[NH:19][C:20]1[CH:21]=[N:22][C:23]([O:27][CH3:28])=[CH:24][C:25]=1[CH3:26].Cl.C(N=C=NCCCN(C)C)C.C(N(CC)CC)C. The catalyst class is: 685. Product: [Cl:1][C:2]1[C:3]2[N:17]=[C:18]([NH:19][C:20]3[CH:21]=[N:22][C:23]([O:27][CH3:28])=[CH:24][C:25]=3[CH3:26])[N:12]([CH2:13][CH2:14][CH2:15][OH:16])[C:4]=2[C:5]([C:6]([O:8][CH3:9])=[O:7])=[CH:10][CH:11]=1. (5) Reactant: Cl.[C:2]([O:5][C:6]1[CH:7]=[C:8]([CH:23]=[CH:24][C:25]=1[CH3:26])[NH:9][C:10]1[C:19]2[C:14](=[CH:15][C:16]([OH:22])=[C:17]([O:20][CH3:21])[CH:18]=2)[N:13]=[CH:12][N:11]=1)(=[O:4])[CH3:3].C(=O)([O-])[O-].[K+].[K+].Br.Br[CH2:35][C:36]1[CH:41]=[CH:40][N:39]=[CH:38][CH:37]=1. Product: [C:2]([O:5][C:6]1[CH:7]=[C:8]([CH:23]=[CH:24][C:25]=1[CH3:26])[NH:9][C:10]1[C:19]2[C:14](=[CH:15][C:16]([O:22][CH2:35][C:36]3[CH:41]=[CH:40][N:39]=[CH:38][CH:37]=3)=[C:17]([O:20][CH3:21])[CH:18]=2)[N:13]=[CH:12][N:11]=1)(=[O:4])[CH3:3]. The catalyst class is: 3. (6) Reactant: Cl[C:2]1[CH:7]=[C:6]([CH2:8][NH:9][C:10]([C@@H:12]2[CH2:16][C@@H:15]([F:17])[CH2:14][N:13]2[C:18]([O:20][C:21]([CH3:24])([CH3:23])[CH3:22])=[O:19])=[O:11])[CH:5]=[C:4]([C:25]2[CH:26]=[N:27][C:28]([C:31]([F:34])([F:33])[F:32])=[N:29][CH:30]=2)[N:3]=1.[CH3:35]B1OB(C)OB(C)O1.C(=O)([O-])[O-].[K+].[K+]. Product: [F:17][C@H:15]1[CH2:14][N:13]([C:18]([O:20][C:21]([CH3:24])([CH3:23])[CH3:22])=[O:19])[C@H:12]([C:10](=[O:11])[NH:9][CH2:8][C:6]2[CH:5]=[C:4]([C:25]3[CH:26]=[N:27][C:28]([C:31]([F:34])([F:33])[F:32])=[N:29][CH:30]=3)[N:3]=[C:2]([CH3:35])[CH:7]=2)[CH2:16]1. The catalyst class is: 438. (7) Reactant: [NH2:1][C:2]1[CH:10]=[C:6]([C:7]([OH:9])=[O:8])[C:5]([OH:11])=[CH:4][CH:3]=1.C(N(CC)CC)C.[F:19][C:20]1[C:27]([F:28])=[C:26]([C:29]([F:32])([F:31])[F:30])[C:25]([F:33])=[C:24]([F:34])[C:21]=1[CH2:22]Br. Product: [OH:11][C:5]1[CH:4]=[CH:3][C:2]([NH:1][CH2:22][C:21]2[C:24]([F:34])=[C:25]([F:33])[C:26]([C:29]([F:30])([F:32])[F:31])=[C:27]([F:28])[C:20]=2[F:19])=[CH:10][C:6]=1[C:7]([OH:9])=[O:8]. The catalyst class is: 3. (8) Reactant: Cl[C:2](OC(Cl)(Cl)Cl)=[O:3].[NH2:9][C:10]1[CH:18]=[CH:17][C:16]([Cl:19])=[CH:15][C:11]=1[C:12]([OH:14])=[O:13]. The catalyst class is: 12. Product: [Cl:19][C:16]1[CH:17]=[CH:18][C:10]2[NH:9][C:2](=[O:3])[O:13][C:12](=[O:14])[C:11]=2[CH:15]=1.